Task: Predict the reactants needed to synthesize the given product.. Dataset: Full USPTO retrosynthesis dataset with 1.9M reactions from patents (1976-2016) (1) Given the product [CH3:1][C:2]1([CH3:13])[CH2:11][CH:10]([NH2:20])[C:9]2[C:4](=[CH:5][CH:6]=[CH:7][CH:8]=2)[O:3]1, predict the reactants needed to synthesize it. The reactants are: [CH3:1][C:2]1([CH3:13])[CH2:11][C:10](=O)[C:9]2[C:4](=[CH:5][CH:6]=[CH:7][CH:8]=2)[O:3]1.C([O-])(=O)C.[NH4+].C([BH3-])#[N:20].[Na+]. (2) Given the product [Cl:1][C:2]1[CH:7]=[CH:6][CH:5]=[CH:4][C:3]=1[S:8]([N:11]1[CH2:16][CH2:15][N:14]([C@@H:20]2[CH2:19][CH2:18][CH2:17][C@H:21]2[OH:22])[CH2:13][CH2:12]1)(=[O:9])=[O:10], predict the reactants needed to synthesize it. The reactants are: [Cl:1][C:2]1[CH:7]=[CH:6][CH:5]=[CH:4][C:3]=1[S:8]([N:11]1[CH2:16][CH2:15][NH:14][CH2:13][CH2:12]1)(=[O:10])=[O:9].[CH:17]12[O:22][CH:21]1[CH2:20][CH2:19][CH2:18]2. (3) Given the product [ClH:21].[Br:22][C:16]1[CH:15]=[CH:14][C:13]2[C@@H:11]3[C@:10]([CH3:23])([CH2:9][NH:8][CH2:12]3)[O:20][CH2:19][C:18]=2[C:17]=1[Cl:21], predict the reactants needed to synthesize it. The reactants are: C([N:8]1[CH2:12][C@@H:11]2[C:13]3[CH:14]=[CH:15][C:16]([Br:22])=[C:17]([Cl:21])[C:18]=3[CH2:19][O:20][C@@:10]2([CH3:23])[CH2:9]1)C1C=CC=CC=1.ClC(OC(Cl)C)=O.CO. (4) Given the product [O:16]1[CH2:17][CH:18]([N:32]([N:23]2[C:22](=[O:21])[C:30]3[C:25](=[CH:26][CH:27]=[CH:28][CH:29]=3)[C:24]2=[O:31])[C:33](=[O:39])[O:34][C:35]([CH3:38])([CH3:37])[CH3:36])[CH2:19][O:13][CH2:14][CH2:15]1, predict the reactants needed to synthesize it. The reactants are: CCOC(/N=N/C(OCC)=O)=O.[O:13]1[CH2:19][CH:18](O)[CH2:17][O:16][CH2:15][CH2:14]1.[O:21]=[C:22]1[C:30]2[C:25](=[CH:26][CH:27]=[CH:28][CH:29]=2)[C:24](=[O:31])[N:23]1[NH:32][C:33](=[O:39])[O:34][C:35]([CH3:38])([CH3:37])[CH3:36].C1(P(C2C=CC=CC=2)C2C=CC=CC=2)C=CC=CC=1. (5) Given the product [C:23]([C:20]1[CH:21]=[CH:22][C:17]([NH:16][CH:10]([C:4]2[CH:3]=[C:2]([C:49]#[C:48][Si:45]([CH3:47])([CH3:46])[CH3:44])[CH:7]=[C:6]([CH2:8][OH:9])[CH:5]=2)[C:11]([O:13][CH2:14][CH3:15])=[O:12])=[CH:18][CH:19]=1)#[N:24], predict the reactants needed to synthesize it. The reactants are: Br[C:2]1[CH:3]=[C:4]([CH:10]([NH:16][C:17]2[CH:22]=[CH:21][C:20]([C:23]#[N:24])=[CH:19][CH:18]=2)[C:11]([O:13][CH2:14][CH3:15])=[O:12])[CH:5]=[C:6]([CH2:8][OH:9])[CH:7]=1.C1(P(C2C=CC=CC=2)C2C=CC=CC=2)C=CC=CC=1.[CH3:44][Si:45]([C:48]#[CH:49])([CH3:47])[CH3:46]. (6) Given the product [Br:14][C:15]1[CH:16]=[CH:17][C:18]2[C:19]3[CH2:28][N:27]([C:29]([O:31][C:32]([CH3:35])([CH3:34])[CH3:33])=[O:30])[CH2:26][CH2:25][CH2:24][C:20]=3[N:21]([S:3]([C:6]3[CH:12]=[CH:11][C:9]([CH3:10])=[CH:8][CH:7]=3)(=[O:5])=[O:4])[C:22]=2[CH:23]=1, predict the reactants needed to synthesize it. The reactants are: [OH-].[Na+].[S:3](Cl)([C:6]1[CH:12]=[CH:11][C:9]([CH3:10])=[CH:8][CH:7]=1)(=[O:5])=[O:4].[Br:14][C:15]1[CH:16]=[CH:17][C:18]2[C:19]3[CH2:28][N:27]([C:29]([O:31][C:32]([CH3:35])([CH3:34])[CH3:33])=[O:30])[CH2:26][CH2:25][CH2:24][C:20]=3[NH:21][C:22]=2[CH:23]=1. (7) Given the product [Br:32][C:28]1[CH:27]=[C:26]([C:24]2[CH2:23][C:22](=[O:33])[NH:21][C:9]3[CH:10]=[C:11]([C:14]4[CH:19]=[CH:18][CH:17]=[CH:16][C:15]=4[F:20])[CH:12]=[CH:13][C:8]=3[N:7]=2)[CH:31]=[CH:30][CH:29]=1, predict the reactants needed to synthesize it. The reactants are: C(OC(=O)[NH:7][C:8]1[CH:13]=[CH:12][C:11]([C:14]2[CH:19]=[CH:18][CH:17]=[CH:16][C:15]=2[F:20])=[CH:10][C:9]=1[NH:21][C:22](=[O:33])[CH2:23][C:24]([C:26]1[CH:31]=[CH:30][CH:29]=[C:28]([Br:32])[CH:27]=1)=O)(C)(C)C.C(O)(C(F)(F)F)=O.